From a dataset of Full USPTO retrosynthesis dataset with 1.9M reactions from patents (1976-2016). Predict the reactants needed to synthesize the given product. (1) Given the product [CH3:1][O:2][C:3]([C:5]1[S:6][C:7]([C:27]#[C:28][C:29]([CH3:32])([CH3:31])[CH3:30])=[CH:8][C:9]=1[N:10]([C@H:11]1[CH2:12][CH2:13][C@H:14]([OH:17])[CH2:15][CH2:16]1)[C:18]([CH:20]1[CH2:25][CH2:24][C:23]([CH3:26])=[CH:22][CH2:21]1)=[O:19])=[O:4], predict the reactants needed to synthesize it. The reactants are: [CH3:1][O:2][C:3]([C:5]1[S:6][C:7]([C:27]#[C:28][C:29]([CH3:32])([CH3:31])[CH3:30])=[CH:8][C:9]=1[N:10]([C:18]([CH:20]1[CH2:25][CH2:24][C:23]([CH3:26])=[CH:22][CH2:21]1)=[O:19])[CH:11]1[CH2:16][CH2:15][C:14](=[O:17])[CH2:13][CH2:12]1)=[O:4].[BH4-].[Na+].CCOC(C)=O. (2) Given the product [C:17]1([CH:23]([CH3:40])[CH2:24][N:25]([CH2:33][CH2:34][CH2:35][S:36][CH2:37][CH2:38][NH:2][CH2:3][C@H:4]([OH:5])[C:6]2[C:14]3[S:13][C:12](=[O:15])[NH:11][C:10]=3[C:9]([OH:16])=[CH:8][CH:7]=2)[C:26](=[O:32])[O:27][C:28]([CH3:29])([CH3:30])[CH3:31])[CH:18]=[CH:19][CH:20]=[CH:21][CH:22]=1, predict the reactants needed to synthesize it. The reactants are: Cl.[NH2:2][CH2:3][C@@H:4]([C:6]1[C:14]2[S:13][C:12](=[O:15])[NH:11][C:10]=2[C:9]([OH:16])=[CH:8][CH:7]=1)[OH:5].[C:17]1([CH:23]([CH3:40])[CH2:24][N:25]([CH2:33][CH2:34][CH2:35][S:36][CH2:37][CH:38]=O)[C:26](=[O:32])[O:27][C:28]([CH3:31])([CH3:30])[CH3:29])[CH:22]=[CH:21][CH:20]=[CH:19][CH:18]=1.